From a dataset of Full USPTO retrosynthesis dataset with 1.9M reactions from patents (1976-2016). Predict the reactants needed to synthesize the given product. (1) Given the product [Cl:1][C:2]1[C:11]([Cl:12])=[C:10]2[C:5]([C:6]([OH:21])=[C:7]([C:16]([NH:30][CH2:29][C:28]([O:27][C:23]([CH3:26])([CH3:25])[CH3:24])=[O:31])=[O:17])[C:8](=[O:15])[C:9]2([CH3:13])[CH3:14])=[CH:4][CH:3]=1, predict the reactants needed to synthesize it. The reactants are: [Cl:1][C:2]1[C:11]([Cl:12])=[C:10]2[C:5]([C:6]([OH:21])=[C:7]([C:16](OCC)=[O:17])[C:8](=[O:15])[C:9]2([CH3:14])[CH3:13])=[CH:4][CH:3]=1.Cl.[C:23]([O:27][C:28](=[O:31])[CH2:29][NH2:30])([CH3:26])([CH3:25])[CH3:24].CCN(C(C)C)C(C)C. (2) Given the product [C:19]([O:23][C:24](=[O:25])[NH:26][CH2:27][C:28]1[O:29][C:30]([C:36]2[CH:37]=[CH:38][CH:39]=[CH:40][CH:41]=2)=[C:31]([C:33](=[O:34])[NH:18][C:15]2[CH:16]=[CH:17][N:13]([CH2:12][C:10]3[O:11][C:7]([C:2](=[O:6])[CH3:1])=[CH:8][CH:9]=3)[N:14]=2)[N:32]=1)([CH3:22])([CH3:20])[CH3:21], predict the reactants needed to synthesize it. The reactants are: [CH3:1][C:2]1([C:7]2[O:11][C:10]([CH2:12][N:13]3[CH:17]=[CH:16][C:15]([NH2:18])=[N:14]3)=[CH:9][CH:8]=2)[O:6]CCO1.[C:19]([O:23][C:24]([NH:26][CH2:27][C:28]1[O:29][C:30]([C:36]2[CH:41]=[CH:40][CH:39]=[CH:38][CH:37]=2)=[C:31]([C:33](O)=[O:34])[N:32]=1)=[O:25])([CH3:22])([CH3:21])[CH3:20]. (3) Given the product [Cl:17][C:11]1[CH:12]=[CH:13][CH:14]=[C:15]([Cl:16])[C:10]=1[C:9]([NH:8][C:6]1[CH:5]=[CH:4][N:3]=[C:2]([NH:25][C:22]2[CH:23]=[CH:24][N:20]([CH3:19])[N:21]=2)[CH:7]=1)=[O:18], predict the reactants needed to synthesize it. The reactants are: Br[C:2]1[CH:7]=[C:6]([NH:8][C:9](=[O:18])[C:10]2[C:15]([Cl:16])=[CH:14][CH:13]=[CH:12][C:11]=2[Cl:17])[CH:5]=[CH:4][N:3]=1.[CH3:19][N:20]1[CH:24]=[CH:23][C:22]([NH2:25])=[N:21]1.CC1(C)C2C(=C(P(C3C=CC=CC=3)C3C=CC=CC=3)C=CC=2)OC2C(P(C3C=CC=CC=3)C3C=CC=CC=3)=CC=CC1=2.C([O-])([O-])=O.[Cs+].[Cs+]. (4) The reactants are: [Br:1][C:2]1[C:10]2[N:9]=[C:8]([CH:11]3[CH2:13][CH2:12]3)[N:7]([CH2:14][C:15]3[CH:20]=[CH:19][CH:18]=[C:17]([C:21]([F:24])([F:23])[F:22])[C:16]=3[CH3:25])[C:6]=2[CH:5]=[C:4]([NH2:26])[CH:3]=1.[OH-].[Na+].Br[CH2:30][CH2:31][O:32][CH2:33][CH2:34]Br. Given the product [Br:1][C:2]1[C:10]2[N:9]=[C:8]([CH:11]3[CH2:12][CH2:13]3)[N:7]([CH2:14][C:15]3[CH:20]=[CH:19][CH:18]=[C:17]([C:21]([F:22])([F:24])[F:23])[C:16]=3[CH3:25])[C:6]=2[CH:5]=[C:4]([N:26]2[CH2:34][CH2:33][O:32][CH2:31][CH2:30]2)[CH:3]=1, predict the reactants needed to synthesize it. (5) Given the product [CH3:8][O:9][C:10]([C:11]1[C:6]2[C:5]([CH3:7])=[N:4][NH:3][C:2]=2[N:1]=[C:20]([C:19]2[CH:22]=[CH:23][C:16]([OH:15])=[CH:17][CH:18]=2)[CH:13]=1)=[O:14], predict the reactants needed to synthesize it. The reactants are: [NH2:1][C:2]1[CH:6]=[C:5]([CH3:7])[NH:4][N:3]=1.[CH3:8][O:9][C:10](=[O:14])[C:11]([CH3:13])=O.[OH:15][C:16]1[CH:23]=[CH:22][C:19]([CH:20]=O)=[CH:18][CH:17]=1. (6) Given the product [Cl:1][C:2]1[CH:7]=[CH:6][CH:5]=[CH:4][C:3]=1[N:8]([CH3:29])[C:9]([C:11]1[S:28][C:14]2[C:15]3[CH:23]=[CH:22][C:21]([C:24]([NH:30][CH2:31][C:32]4[CH:33]=[N:34][CH:35]=[CH:36][CH:37]=4)=[O:26])=[CH:20][C:16]=3[O:17][CH2:18][CH2:19][C:13]=2[CH:12]=1)=[O:10], predict the reactants needed to synthesize it. The reactants are: [Cl:1][C:2]1[CH:7]=[CH:6][CH:5]=[CH:4][C:3]=1[N:8]([CH3:29])[C:9]([C:11]1[S:28][C:14]2[C:15]3[CH:23]=[CH:22][C:21]([C:24]([O:26]C)=O)=[CH:20][C:16]=3[O:17][CH2:18][CH2:19][C:13]=2[CH:12]=1)=[O:10].[NH2:30][CH2:31][C:32]1[CH:33]=[N:34][CH:35]=[CH:36][CH:37]=1. (7) Given the product [CH3:1][O:2][C:3](=[O:16])[CH2:4][CH:5]1[C:9]2[CH:10]=[C:11]([CH3:15])[C:12]([O:14][C@H:23]3[C:24]4[C:20](=[C:19]([C:18]([F:17])([F:29])[F:30])[CH:27]=[CH:26][CH:25]=4)[CH2:21][CH2:22]3)=[CH:13][C:8]=2[O:7][CH2:6]1, predict the reactants needed to synthesize it. The reactants are: [CH3:1][O:2][C:3](=[O:16])[CH2:4][CH:5]1[C:9]2[CH:10]=[C:11]([CH3:15])[C:12]([OH:14])=[CH:13][C:8]=2[O:7][CH2:6]1.[F:17][C:18]([F:30])([F:29])[C:19]1[CH:27]=[CH:26][CH:25]=[C:24]2[C:20]=1[CH2:21][CH2:22][C@@H:23]2O.C1(P(C2C=CC=CC=2)C2C=CC=CC=2)C=CC=CC=1.C(OC(N=NC(OC(C)(C)C)=O)=O)(C)(C)C. (8) Given the product [Br:1][C:2]1[CH:7]=[CH:6][C:5]([CH2:18][C:19]([OH:20])=[O:23])=[C:4]([F:11])[C:3]=1[F:12], predict the reactants needed to synthesize it. The reactants are: [Br:1][C:2]1[CH:7]=[CH:6][C:5](CC#N)=[C:4]([F:11])[C:3]=1[F:12].OS(O)(=O)=O.[CH3:18][C:19](=[O:23])[O:20]CC. (9) Given the product [Cl:23][C:4]1[C:5]([N+:20]([O-:22])=[O:21])=[CH:6][C:7]([O:8][CH2:9][C:10]2[C:15]([O:16][CH3:17])=[CH:14][CH:13]=[C:12]([F:18])[C:11]=2[F:19])=[C:2]([CH:3]=1)[CH:26]=[CH:25][C:24]([O:28][CH2:29][CH3:30])=[O:27], predict the reactants needed to synthesize it. The reactants are: Br[C:2]1[C:7]([O:8][CH2:9][C:10]2[C:15]([O:16][CH3:17])=[CH:14][CH:13]=[C:12]([F:18])[C:11]=2[F:19])=[CH:6][C:5]([N+:20]([O-:22])=[O:21])=[C:4]([Cl:23])[CH:3]=1.[C:24]([O:28][CH2:29][CH3:30])(=[O:27])[CH:25]=[CH2:26].CC1C=CC=CC=1P(C1C=CC=CC=1C)C1C=CC=CC=1C.Cl.